This data is from Peptide-MHC class I binding affinity with 185,985 pairs from IEDB/IMGT. The task is: Regression. Given a peptide amino acid sequence and an MHC pseudo amino acid sequence, predict their binding affinity value. This is MHC class I binding data. (1) The peptide sequence is PWITPRCMV. The MHC is Patr-A0901 with pseudo-sequence Patr-A0901. The binding affinity (normalized) is 0.281. (2) The peptide sequence is LPFLKSLAI. The MHC is HLA-B51:01 with pseudo-sequence HLA-B51:01. The binding affinity (normalized) is 0.378. (3) The peptide sequence is SSQRDTILK. The MHC is HLA-A03:01 with pseudo-sequence HLA-A03:01. The binding affinity (normalized) is 0.483. (4) The peptide sequence is NPLEIYQEI. The MHC is HLA-A02:11 with pseudo-sequence HLA-A02:11. The binding affinity (normalized) is 0.0847.